Dataset: Forward reaction prediction with 1.9M reactions from USPTO patents (1976-2016). Task: Predict the product of the given reaction. (1) Given the reactants [CH2:1]([O:8][C:9]1[C:14]2[C:15]([NH2:18])=[N:16][NH:17][C:13]=2[CH:12]=[CH:11][N:10]=1)[C:2]1[CH:7]=[CH:6][CH:5]=[CH:4][CH:3]=1.[C:19]([CH:21]=[C:22]1[CH2:27][O:26][CH:25]([C:28]([O:30][C:31]([CH3:34])([CH3:33])[CH3:32])=[O:29])[CH2:24][CH2:23]1)#[N:20].C1CCN2C(=NCCC2)CC1, predict the reaction product. The product is: [NH2:18][C:15]1[C:14]2[C:9]([O:8][CH2:1][C:2]3[CH:3]=[CH:4][CH:5]=[CH:6][CH:7]=3)=[N:10][CH:11]=[CH:12][C:13]=2[N:17]([C:22]2([CH2:21][C:19]#[N:20])[CH2:27][O:26][CH:25]([C:28]([O:30][C:31]([CH3:32])([CH3:33])[CH3:34])=[O:29])[CH2:24][CH2:23]2)[N:16]=1. (2) Given the reactants [OH:1][CH:2]([C:18]1[CH:23]=[CH:22][N:21]=[CH:20][CH:19]=1)[C:3]1[N:4]=[C:5]2[C:11]([C:12](=[O:17])[C:13]([CH3:16])([CH3:15])[CH3:14])=[CH:10][NH:9][C:6]2=[N:7][CH:8]=1.CC(OI1(OC(C)=O)(OC(C)=O)OC(=O)C2C=CC=CC1=2)=O, predict the reaction product. The product is: [CH3:14][C:13]([CH3:16])([CH3:15])[C:12]([C:11]1[C:5]2[C:6](=[N:7][CH:8]=[C:3]([C:2]([C:18]3[CH:19]=[CH:20][N:21]=[CH:22][CH:23]=3)=[O:1])[N:4]=2)[NH:9][CH:10]=1)=[O:17]. (3) Given the reactants [CH2:1]([O:3][C:4](=[O:21])/[C:5](/O)=[CH:6]/[C:7](=O)[C:8]1[CH:13]=[CH:12][C:11]([O:14][C:15]([F:18])([F:17])[F:16])=[CH:10][CH:9]=1)[CH3:2].O.[NH2:23][NH2:24], predict the reaction product. The product is: [CH2:1]([O:3][C:4]([C:5]1[CH:6]=[C:7]([C:8]2[CH:13]=[CH:12][C:11]([O:14][C:15]([F:18])([F:17])[F:16])=[CH:10][CH:9]=2)[NH:24][N:23]=1)=[O:21])[CH3:2].